This data is from Forward reaction prediction with 1.9M reactions from USPTO patents (1976-2016). The task is: Predict the product of the given reaction. Given the reactants Br[C:2]1[CH:7]=[C:6]([CH:8]([CH3:10])[CH3:9])[C:5]([O:11][CH2:12][O:13][CH3:14])=[CH:4][C:3]=1[O:15][CH2:16][O:17][CH3:18].O1CCCC1.[Li+].CCC[CH2-].[C:29](=[O:31])=[O:30], predict the reaction product. The product is: [CH:8]([C:6]1[C:5]([O:11][CH2:12][O:13][CH3:14])=[CH:4][C:3]([O:15][CH2:16][O:17][CH3:18])=[C:2]([CH:7]=1)[C:29]([OH:31])=[O:30])([CH3:10])[CH3:9].